From a dataset of NCI-60 drug combinations with 297,098 pairs across 59 cell lines. Regression. Given two drug SMILES strings and cell line genomic features, predict the synergy score measuring deviation from expected non-interaction effect. (1) Drug 1: CN1CCC(CC1)COC2=C(C=C3C(=C2)N=CN=C3NC4=C(C=C(C=C4)Br)F)OC. Drug 2: CCN(CC)CCCC(C)NC1=C2C=C(C=CC2=NC3=C1C=CC(=C3)Cl)OC. Cell line: SR. Synergy scores: CSS=35.7, Synergy_ZIP=0.793, Synergy_Bliss=0.269, Synergy_Loewe=-20.2, Synergy_HSA=0.196. (2) Drug 1: C1CN1C2=NC(=NC(=N2)N3CC3)N4CC4. Drug 2: C1CNP(=O)(OC1)N(CCCl)CCCl. Cell line: SN12C. Synergy scores: CSS=24.8, Synergy_ZIP=-3.62, Synergy_Bliss=-1.98, Synergy_Loewe=-13.2, Synergy_HSA=-1.23. (3) Cell line: UACC62. Synergy scores: CSS=0.697, Synergy_ZIP=-2.51, Synergy_Bliss=-6.50, Synergy_Loewe=-2.62, Synergy_HSA=-6.85. Drug 2: C1C(C(OC1N2C=NC3=C2NC=NCC3O)CO)O. Drug 1: CC1=C2C(C(=O)C3(C(CC4C(C3C(C(C2(C)C)(CC1OC(=O)C(C(C5=CC=CC=C5)NC(=O)OC(C)(C)C)O)O)OC(=O)C6=CC=CC=C6)(CO4)OC(=O)C)O)C)O.